Dataset: Reaction yield outcomes from USPTO patents with 853,638 reactions. Task: Predict the reaction yield, written as a fraction of the theoretical maximum amount of product (1.0 means a 100% yield; for example, 0.34 means a 34% yield). (1) The reactants are [OH:1][CH2:2][C:3]1[O:4][CH:5]=[C:6]([OH:10])[C:7](=[O:9])[CH:8]=1.C(N([CH2:16][CH3:17])CC)C.[C:18](O[C:18](=[O:21])[CH2:19][CH3:20])(=[O:21])[CH2:19][CH3:20].[C:27](OCC)(=[O:29])C. The catalyst is ClCCl. The product is [C:18]([O:10][C:6]1[C:7](=[O:9])[CH:8]=[C:3]([CH2:2][O:1][C:27](=[O:29])[CH2:16][CH3:17])[O:4][CH:5]=1)(=[O:21])[CH2:19][CH3:20]. The yield is 0.970. (2) The reactants are [Cl:1][C:2]1[C:3]([Cl:13])=[N:4][CH:5]=[C:6]([CH:12]=1)[C:7]([O:9]CC)=[O:8].[OH-].[Na+]. The catalyst is C1COCC1.CO.O. The product is [Cl:1][C:2]1[C:3]([Cl:13])=[N:4][CH:5]=[C:6]([CH:12]=1)[C:7]([OH:9])=[O:8]. The yield is 0.910.